From a dataset of Merck oncology drug combination screen with 23,052 pairs across 39 cell lines. Regression. Given two drug SMILES strings and cell line genomic features, predict the synergy score measuring deviation from expected non-interaction effect. (1) Drug 1: N#Cc1ccc(Cn2cncc2CN2CCN(c3cccc(Cl)c3)C(=O)C2)cc1. Drug 2: C=CCn1c(=O)c2cnc(Nc3ccc(N4CCN(C)CC4)cc3)nc2n1-c1cccc(C(C)(C)O)n1. Cell line: NCIH520. Synergy scores: synergy=15.6. (2) Drug 1: CN1C(=O)C=CC2(C)C3CCC4(C)C(NC(=O)OCC(F)(F)F)CCC4C3CCC12. Cell line: OCUBM. Synergy scores: synergy=19.4. Drug 2: O=C(O)C1(Cc2cccc(Nc3nccs3)n2)CCC(Oc2cccc(Cl)c2F)CC1. (3) Drug 1: COC1CC2CCC(C)C(O)(O2)C(=O)C(=O)N2CCCCC2C(=O)OC(C(C)CC2CCC(OP(C)(C)=O)C(OC)C2)CC(=O)C(C)C=C(C)C(O)C(OC)C(=O)C(C)CC(C)C=CC=CC=C1C. Drug 2: Cn1cc(-c2cnn3c(N)c(Br)c(C4CCCNC4)nc23)cn1. Cell line: COLO320DM. Synergy scores: synergy=2.60. (4) Drug 1: N#Cc1ccc(Cn2cncc2CN2CCN(c3cccc(Cl)c3)C(=O)C2)cc1. Drug 2: CC1(c2nc3c(C(N)=O)cccc3[nH]2)CCCN1. Cell line: HT29. Synergy scores: synergy=6.22. (5) Synergy scores: synergy=23.5. Drug 1: CN1C(=O)C=CC2(C)C3CCC4(C)C(NC(=O)OCC(F)(F)F)CCC4C3CCC12. Drug 2: O=C(NOCC(O)CO)c1ccc(F)c(F)c1Nc1ccc(I)cc1F. Cell line: KPL1.